This data is from Peptide-MHC class I binding affinity with 185,985 pairs from IEDB/IMGT. The task is: Regression. Given a peptide amino acid sequence and an MHC pseudo amino acid sequence, predict their binding affinity value. This is MHC class I binding data. The peptide sequence is ETIEDYLGY. The MHC is HLA-B48:01 with pseudo-sequence HLA-B48:01. The binding affinity (normalized) is 0.0847.